Dataset: Reaction yield outcomes from USPTO patents with 853,638 reactions. Task: Predict the reaction yield, written as a fraction of the theoretical maximum amount of product (1.0 means a 100% yield; for example, 0.34 means a 34% yield). (1) The reactants are Br[C:2]1[CH:7]=[CH:6][CH:5]=[CH:4][CH:3]=1.[C:8]1(B(O)O)[CH:13]=[CH:12][CH:11]=[CH:10][CH:9]=1.C([O-])([O-])=O.[K+].[K+]. The catalyst is C1COCC1.O.CCCCCC. The product is [C:2]1([C:8]2[CH:13]=[CH:12][CH:11]=[CH:10][CH:9]=2)[CH:7]=[CH:6][CH:5]=[CH:4][CH:3]=1. The yield is 0.650. (2) The yield is 0.830. The product is [Br:23][C:22]1[C:16]2[N:15]=[C:14]([N:12]3[CH:13]=[C:9]([C:7]([OH:8])=[O:6])[CH:10]=[N:11]3)[NH:18][C:17]=2[CH:19]=[C:20]([Cl:25])[C:21]=1[Cl:24]. The catalyst is O. The reactants are O[Li].O.C([O:6][C:7]([C:9]1[CH:10]=[N:11][N:12]([C:14]2[NH:18][C:17]3[CH:19]=[C:20]([Cl:25])[C:21]([Cl:24])=[C:22]([Br:23])[C:16]=3[N:15]=2)[CH:13]=1)=[O:8])C.C1COCC1.